Dataset: Forward reaction prediction with 1.9M reactions from USPTO patents (1976-2016). Task: Predict the product of the given reaction. (1) Given the reactants [CH3:1][O:2][C:3]1[C:8]([CH3:9])=[CH:7][C:6]([OH:10])=[C:5]([N+:11]([O-:13])=[O:12])[CH:4]=1.[C:14]1([CH3:24])[CH:19]=[CH:18][C:17]([S:20](Cl)(=[O:22])=[O:21])=[CH:16][CH:15]=1.C(N(CC)CC)C.O, predict the reaction product. The product is: [CH3:24][C:14]1[CH:19]=[CH:18][C:17]([S:20]([O:10][C:6]2[CH:7]=[C:8]([CH3:9])[C:3]([O:2][CH3:1])=[CH:4][C:5]=2[N+:11]([O-:13])=[O:12])(=[O:22])=[O:21])=[CH:16][CH:15]=1. (2) Given the reactants [Br:1][C:2]1[C:7]([CH3:8])=[CH:6][C:5]([O:9][CH3:10])=[CH:4][C:3]=1[CH2:11]Br.C([O-])([O-])=[O:14].[Ca+2].CCOC(C)=O, predict the reaction product. The product is: [Br:1][C:2]1[C:7]([CH3:8])=[CH:6][C:5]([O:9][CH3:10])=[CH:4][C:3]=1[CH2:11][OH:14]. (3) Given the reactants COC(C1C=C(O)C2C(=C(OC)C=C(Br)C=2)N=1)=O.C[O:20][C:21]([C:23]1[CH:32]=[C:31]([OH:33])[C:30]2[C:25](=[C:26]([O:41]C)[CH:27]=[C:28]([CH2:34][CH2:35][CH2:36][CH2:37][CH2:38][CH2:39][CH3:40])[CH:29]=2)[N:24]=1)=[O:22], predict the reaction product. The product is: [OH:33][C:31]1[C:30]2[C:25](=[C:26]([OH:41])[CH:27]=[C:28]([CH2:34][CH2:35][CH2:36][CH2:37][CH2:38][CH2:39][CH3:40])[CH:29]=2)[N:24]=[C:23]([C:21]([OH:22])=[O:20])[CH:32]=1. (4) Given the reactants [CH:1](OC)(OC)OC.[NH2:8][C:9]1[CH:28]=[CH:27][C:26]([F:29])=[CH:25][C:10]=1[C:11]([NH:13][NH:14][C:15]1[CH:20]=[C:19]([Cl:21])[CH:18]=[CH:17][C:16]=1[S:22][CH2:23][CH3:24])=[O:12], predict the reaction product. The product is: [Cl:21][C:19]1[CH:18]=[CH:17][C:16]([S:22][CH2:23][CH3:24])=[C:15]([CH:20]=1)[NH:14][N:13]1[C:11](=[O:12])[C:10]2[C:9](=[CH:28][CH:27]=[C:26]([F:29])[CH:25]=2)[N:8]=[CH:1]1.